This data is from Peptide-MHC class I binding affinity with 185,985 pairs from IEDB/IMGT. The task is: Regression. Given a peptide amino acid sequence and an MHC pseudo amino acid sequence, predict their binding affinity value. This is MHC class I binding data. (1) The peptide sequence is RQNAAIEAL. The MHC is BoLA-T2b with pseudo-sequence BoLA-T2b. The binding affinity (normalized) is 0.202. (2) The peptide sequence is ELLEMKYALI. The MHC is HLA-A02:02 with pseudo-sequence HLA-A02:02. The binding affinity (normalized) is 0.343. (3) The peptide sequence is AEMKTDAATLA. The MHC is HLA-B44:02 with pseudo-sequence HLA-B44:02. The binding affinity (normalized) is 0.698. (4) The MHC is HLA-A80:01 with pseudo-sequence HLA-A80:01. The binding affinity (normalized) is 0.0847. The peptide sequence is FELLHFISS. (5) The peptide sequence is NQDLNGNWY. The MHC is HLA-A11:01 with pseudo-sequence HLA-A11:01. The binding affinity (normalized) is 0.0847. (6) The peptide sequence is WERKVDFL. The MHC is H-2-Kk with pseudo-sequence YHSYYRNIAGNIFVNTAYFRYEYYTWADDAYTWY. The binding affinity (normalized) is 0.759. (7) The peptide sequence is RPRGAPTPT. The MHC is HLA-B51:01 with pseudo-sequence HLA-B51:01. The binding affinity (normalized) is 0.213.